This data is from Forward reaction prediction with 1.9M reactions from USPTO patents (1976-2016). The task is: Predict the product of the given reaction. (1) Given the reactants [OH:1][N:2]1[C:6](=[O:7])[CH2:5][CH2:4][C:3]1=[O:8].[CH:9]1([N:15]=[C:16]=[N:17][CH:18]2[CH2:23][CH2:22][CH2:21][CH2:20][CH2:19]2)[CH2:14][CH2:13][CH2:12][CH2:11][CH2:10]1, predict the reaction product. The product is: [CH2:21]1[CH2:20][CH2:19][CH:18]([N:17]=[C:16]=[N:15][CH:9]2[CH2:14][CH2:13][CH2:12][CH2:11][CH2:10]2)[CH2:23][CH2:22]1.[OH:1][N:2]1[C:6](=[O:7])[CH2:5][CH2:4][C:3]1=[O:8]. (2) Given the reactants [F:1][C:2]1[CH:7]=[CH:6][C:5]([C:8]([C:11]2[N:15]([CH3:16])[N:14]=[N:13][N:12]=2)=[N:9][OH:10])=[CH:4][C:3]=1[CH3:17].[C:18]([O:22][C:23](=[O:32])[NH:24][C:25]1[S:26][CH:27]=[C:28]([CH2:30]Cl)[N:29]=1)([CH3:21])([CH3:20])[CH3:19].C(=O)([O-])[O-].[Cs+].[Cs+].[I-].[K+], predict the reaction product. The product is: [F:1][C:2]1[CH:7]=[CH:6][C:5]([C:8](=[N:9][O:10][CH2:30][C:28]2[N:29]=[C:25]([NH:24][C:23](=[O:32])[O:22][C:18]([CH3:20])([CH3:19])[CH3:21])[S:26][CH:27]=2)[C:11]2[N:15]([CH3:16])[N:14]=[N:13][N:12]=2)=[CH:4][C:3]=1[CH3:17]. (3) Given the reactants [CH:1]1(B(O)O)[CH2:3][CH2:2]1.Br[C:8]1[CH:13]=[CH:12][C:11]([N+:14]([O-:16])=[O:15])=[CH:10][CH:9]=1.C(=O)([O-])[O-].[K+].[K+], predict the reaction product. The product is: [CH:1]1([C:8]2[CH:13]=[CH:12][C:11]([N+:14]([O-:16])=[O:15])=[CH:10][CH:9]=2)[CH2:3][CH2:2]1. (4) Given the reactants [CH2:1]([N:4]1[C:12](=[O:13])[C:11]2[N:10]([CH2:14][O:15][CH2:16][CH2:17][Si:18]([CH3:21])([CH3:20])[CH3:19])[C:9]([C:22]3[CH:23]=[N:24][NH:25][CH:26]=3)=[N:8][C:7]=2[N:6]=[C:5]1[N:27]1[CH2:31][CH2:30][CH2:29][CH2:28]1)[CH2:2][CH3:3].C(=O)([O-])[O-].[K+].[K+].Br[CH2:39][C:40]#[C:41][C:42]1[CH:47]=[CH:46][C:45]([F:48])=[CH:44][CH:43]=1, predict the reaction product. The product is: [F:48][C:45]1[CH:46]=[CH:47][C:42]([C:41]#[C:40][CH2:39][N:24]2[CH:23]=[C:22]([C:9]3[N:10]([CH2:14][O:15][CH2:16][CH2:17][Si:18]([CH3:21])([CH3:20])[CH3:19])[C:11]4[C:12](=[O:13])[N:4]([CH2:1][CH2:2][CH3:3])[C:5]([N:27]5[CH2:28][CH2:29][CH2:30][CH2:31]5)=[N:6][C:7]=4[N:8]=3)[CH:26]=[N:25]2)=[CH:43][CH:44]=1. (5) Given the reactants [CH:1]1([C:4]2[CH:5]=[C:6]([CH:9]=[C:10]([O:13][CH3:14])[C:11]=2I)[CH:7]=[O:8])[CH2:3][CH2:2]1.[F:15][C:16]1[CH:21]=[CH:20][C:19](B(O)O)=[CH:18][CH:17]=1, predict the reaction product. The product is: [CH:1]1([C:4]2[CH:5]=[C:6]([CH:7]=[O:8])[CH:9]=[C:10]([O:13][CH3:14])[C:11]=2[C:19]2[CH:20]=[CH:21][C:16]([F:15])=[CH:17][CH:18]=2)[CH2:3][CH2:2]1. (6) Given the reactants [F:1][C:2]([F:18])([F:17])[C:3]([C:5]1[CH:14]=[CH:13][C:12]2[C:7](=[CH:8][CH:9]=[C:10]([O:15][CH3:16])[CH:11]=2)[CH:6]=1)=[O:4].[BH4-].[Na+], predict the reaction product. The product is: [F:1][C:2]([F:17])([F:18])[CH:3]([C:5]1[CH:14]=[CH:13][C:12]2[C:7](=[CH:8][CH:9]=[C:10]([O:15][CH3:16])[CH:11]=2)[CH:6]=1)[OH:4].